Dataset: Catalyst prediction with 721,799 reactions and 888 catalyst types from USPTO. Task: Predict which catalyst facilitates the given reaction. (1) Reactant: [Br:1][C:2]1[CH:3]=[CH:4][C:5]([F:20])=[C:6]([C@@:8]([NH:13][S@@:14]([C:16]([CH3:19])([CH3:18])[CH3:17])=[O:15])([CH2:10][CH2:11][OH:12])[CH3:9])[CH:7]=1.CC(OI1(OC(C)=O)(OC(C)=O)OC(=O)C2C1=CC=CC=2)=O. Product: [Br:1][C:2]1[CH:3]=[CH:4][C:5]([F:20])=[C:6]([C@@:8]([NH:13][S@@:14]([C:16]([CH3:19])([CH3:18])[CH3:17])=[O:15])([CH2:10][CH:11]=[O:12])[CH3:9])[CH:7]=1. The catalyst class is: 2. (2) Reactant: [C:1]([C:4]1[CH:9]=[CH:8][C:7]([NH:10][C:11](=[O:13])[CH3:12])=[C:6]([N+:14]([O-:16])=[O:15])[C:5]=1[OH:17])(=[O:3])[CH3:2].C(N(CC)CC)C.[CH3:25][N:26]([CH3:36])[C:27]1[CH:35]=[CH:34][C:30]([C:31](Cl)=[O:32])=[CH:29][CH:28]=1. Product: [CH3:25][N:26]([CH3:36])[C:27]1[CH:35]=[CH:34][C:30]([C:31]([O:17][C:5]2[C:4]([C:1](=[O:3])[CH3:2])=[CH:9][CH:8]=[C:7]([NH:10][C:11](=[O:13])[CH3:12])[C:6]=2[N+:14]([O-:16])=[O:15])=[O:32])=[CH:29][CH:28]=1. The catalyst class is: 2. (3) The catalyst class is: 16. Reactant: [H-].[Na+].[O:3]1[C:7]2[CH:8]=[CH:9][C:10]([C:12]3[NH:13][C:14]4[N:15]([N:19]=[CH:20][C:21]=4[C:22]([NH:24][CH2:25][C:26]#[CH:27])=[O:23])[C:16](=[O:18])[CH:17]=3)=[CH:11][C:6]=2[O:5][CH2:4]1. Product: [O:3]1[C:7]2[CH:8]=[CH:9][C:10]([C:12]3[NH:13][C:14]4[N:15]([N:19]=[CH:20][C:21]=4[C:22]4[O:23][C:26]([CH3:27])=[CH:25][N:24]=4)[C:16](=[O:18])[CH:17]=3)=[CH:11][C:6]=2[O:5][CH2:4]1. (4) Reactant: [Cl:1][C:2]1[CH:8]=[CH:7][C:5]([NH2:6])=[CH:4][CH:3]=1.[C:9](Cl)(=[O:14])[C:10]([CH3:13])([CH3:12])[CH3:11].Cl. Product: [Cl:1][C:2]1[CH:8]=[CH:7][C:5]([NH:6][C:9](=[O:14])[C:10]([CH3:13])([CH3:12])[CH3:11])=[CH:4][CH:3]=1. The catalyst class is: 17. (5) Reactant: [CH2:1]([O:8][N:9]=[CH:10][C:11]1([C:16]([OH:18])=[O:17])[CH2:15][CH2:14][CH2:13][CH2:12]1)[C:2]1[CH:7]=[CH:6][CH:5]=[CH:4][CH:3]=1.CN(C1C=CC(N=NC2C=CC(S(O)(=O)=O)=CC=2)=CC=1)C.Cl.C([BH3-])#N.[Na+]. Product: [CH2:1]([O:8][NH:9][CH2:10][C:11]1([C:16]([OH:18])=[O:17])[CH2:15][CH2:14][CH2:13][CH2:12]1)[C:2]1[CH:7]=[CH:6][CH:5]=[CH:4][CH:3]=1. The catalyst class is: 5. (6) Reactant: [NH2:1][CH:2]([CH:13]1[CH2:18][CH2:17][CH2:16][CH2:15][CH2:14]1)[CH2:3][C:4]([NH:6][CH2:7][CH2:8][C:9]([CH3:12])([CH3:11])[CH3:10])=[O:5].[N+:19]([C:22]1[C:23]([CH:35]=O)=[CH:24][C:25]([O:28][C:29]2[CH:34]=[CH:33][CH:32]=[CH:31][CH:30]=2)=[N:26][CH:27]=1)([O-:21])=[O:20].ClC(Cl)C.C(O[BH-](OC(=O)C)OC(=O)C)(=O)C.[Na+]. Product: [CH:13]1([CH:2]([NH:1][CH2:35][C:23]2[C:22]([N+:19]([O-:21])=[O:20])=[CH:27][N:26]=[C:25]([O:28][C:29]3[CH:30]=[CH:31][CH:32]=[CH:33][CH:34]=3)[CH:24]=2)[CH2:3][C:4]([NH:6][CH2:7][CH2:8][C:9]([CH3:12])([CH3:11])[CH3:10])=[O:5])[CH2:14][CH2:15][CH2:16][CH2:17][CH2:18]1. The catalyst class is: 74. (7) Reactant: [CH2:1]([O:8][C:9]([N:11]1[CH2:16][C@H:15]([C:17]2[N:21]3[CH:22]=[CH:23][N:24]=[C:25]([Cl:26])[C:20]3=[CH:19][N:18]=2)[CH2:14][CH2:13][C@H:12]1[CH2:27][O:28][CH3:29])=[O:10])[C:2]1[CH:7]=[CH:6][CH:5]=[CH:4][CH:3]=1.[Br:30]N1C(=O)CCC1=O. Product: [CH2:1]([O:8][C:9]([N:11]1[CH2:16][C@H:15]([C:17]2[N:21]3[CH:22]=[CH:23][N:24]=[C:25]([Cl:26])[C:20]3=[C:19]([Br:30])[N:18]=2)[CH2:14][CH2:13][C@H:12]1[CH2:27][O:28][CH3:29])=[O:10])[C:2]1[CH:3]=[CH:4][CH:5]=[CH:6][CH:7]=1. The catalyst class is: 23. (8) Reactant: O=[C:2]1[CH2:7][CH2:6][CH:5]([C:8]([O:10][CH2:11][CH3:12])=[O:9])[CH2:4][CH2:3]1.CC(O)=O.[CH2:17]([NH:24][CH2:25][C:26]1[CH:31]=[CH:30][CH:29]=[CH:28][CH:27]=1)[C:18]1[CH:23]=[CH:22][CH:21]=[CH:20][CH:19]=1.[BH-](OC(C)=O)(OC(C)=O)OC(C)=O.[Na+]. Product: [CH2:25]([N:24]([CH2:17][C:18]1[CH:23]=[CH:22][CH:21]=[CH:20][CH:19]=1)[CH:2]1[CH2:7][CH2:6][CH:5]([C:8]([O:10][CH2:11][CH3:12])=[O:9])[CH2:4][CH2:3]1)[C:26]1[CH:31]=[CH:30][CH:29]=[CH:28][CH:27]=1. The catalyst class is: 90. (9) Reactant: C(O)(=O)C.[F:5][C:6]1[CH:11]=[CH:10][C:9]([C:12]2[CH:16]=[C:15]([C:17](OCC)=[O:18])[NH:14][N:13]=2)=[CH:8][CH:7]=1.[H-].[Al+3].[Li+].[H-].[H-].[H-]. Product: [F:5][C:6]1[CH:7]=[CH:8][C:9]([C:12]2[CH:16]=[C:15]([CH2:17][OH:18])[NH:14][N:13]=2)=[CH:10][CH:11]=1. The catalyst class is: 8.